This data is from Catalyst prediction with 721,799 reactions and 888 catalyst types from USPTO. The task is: Predict which catalyst facilitates the given reaction. (1) Reactant: [OH:1][C:2]1[CH:9]=[CH:8][C:5]([CH:6]=[O:7])=[CH:4][C:3]=1[N+:10]([O-:12])=[O:11].C(=O)([O-])[O-].[K+].[K+].Br[CH2:20][C:21]1[CH:26]=[CH:25][C:24]([C:27]([F:30])([F:29])[F:28])=[CH:23][C:22]=1[C:31]([F:34])([F:33])[F:32]. Product: [F:32][C:31]([F:33])([F:34])[C:22]1[CH:23]=[C:24]([C:27]([F:30])([F:28])[F:29])[CH:25]=[CH:26][C:21]=1[CH2:20][O:1][C:2]1[CH:9]=[CH:8][C:5]([CH:6]=[O:7])=[CH:4][C:3]=1[N+:10]([O-:12])=[O:11]. The catalyst class is: 9. (2) Reactant: [CH3:1][O:2][C:3](=[O:37])[CH2:4][CH2:5][CH:6]([NH:22][C:23](=[O:36])[CH2:24][CH2:25][CH2:26][CH2:27][CH2:28][CH2:29][C:30]1[CH:35]=[CH:34][CH:33]=[CH:32][CH:31]=1)[CH2:7][C:8]1[CH:13]=[CH:12][C:11]([O:14]CC2C=CC=CC=2)=[CH:10][CH:9]=1.Cl. Product: [CH3:1][O:2][C:3](=[O:37])[CH2:4][CH2:5][CH:6]([NH:22][C:23](=[O:36])[CH2:24][CH2:25][CH2:26][CH2:27][CH2:28][CH2:29][C:30]1[CH:31]=[CH:32][CH:33]=[CH:34][CH:35]=1)[CH2:7][C:8]1[CH:13]=[CH:12][C:11]([OH:14])=[CH:10][CH:9]=1. The catalyst class is: 123. (3) Reactant: C(O)(=O)[C@@H](C1C=CC=CC=1)O.[NH2:12][C:13]1([CH3:27])[C:17]2([CH2:19][CH2:18]2)[CH2:16][N:15]([CH2:20][C:21]2[CH:26]=[CH:25][CH:24]=[CH:23][CH:22]=2)[CH2:14]1.[OH-].[Na+]. Product: [NH2:12][C:13]1([CH3:27])[C:17]2([CH2:19][CH2:18]2)[CH2:16][N:15]([CH2:20][C:21]2[CH:26]=[CH:25][CH:24]=[CH:23][CH:22]=2)[CH2:14]1. The catalyst class is: 11. (4) Reactant: [C:1]1([C:7]2[CH:8]=[C:9]3[C:18]([CH:19]4[CH2:24][CH2:23][NH:22][CH2:21][CH2:20]4)=[CH:17][NH:16][C:10]3=[C:11]([C:13]([NH2:15])=[O:14])[N:12]=2)[CH:6]=[CH:5][CH:4]=[CH:3][CH:2]=1.CCN(C(C)C)C(C)C.[CH2:34]([S:36](Cl)(=[O:38])=[O:37])[CH3:35]. Product: [CH2:34]([S:36]([N:22]1[CH2:23][CH2:24][CH:19]([C:18]2[C:9]3[C:10](=[C:11]([C:13]([NH2:15])=[O:14])[N:12]=[C:7]([C:1]4[CH:6]=[CH:5][CH:4]=[CH:3][CH:2]=4)[CH:8]=3)[NH:16][CH:17]=2)[CH2:20][CH2:21]1)(=[O:38])=[O:37])[CH3:35]. The catalyst class is: 2.